From a dataset of Reaction yield outcomes from USPTO patents with 853,638 reactions. Predict the reaction yield, written as a fraction of the theoretical maximum amount of product (1.0 means a 100% yield; for example, 0.34 means a 34% yield). (1) The catalyst is CO. The product is [CH2:1]=[C:2]([CH2:8][C:9]1[CH:14]=[CH:13][CH:12]=[CH:11][CH:10]=1)[C:3]([OH:5])=[O:4]. The yield is 0.660. The reactants are [CH2:1]=[C:2]([CH2:8][C:9]1[CH:14]=[CH:13][CH:12]=[CH:11][CH:10]=1)[C:3]([O:5]CC)=[O:4].[OH-].[K+]. (2) The product is [C:57]([C:45]1[N:46]=[C:47]([C:49]2[C:54]([F:55])=[CH:53][CH:52]=[CH:51][C:50]=2[F:56])[O:48][C:44]=1[NH:59][C:60]1[CH:82]=[CH:81][C:63]([C:64]([NH:66][CH2:67][CH:68]2[CH2:69][CH2:70][N:71]([C:74]([O:76][C:77]([CH3:78])([CH3:79])[CH3:80])=[O:75])[CH2:72][CH2:73]2)=[O:65])=[CH:62][CH:61]=1)#[N:58]. The catalyst is C(O)CCC.O1CCOCC1.CCOC(C)=O.C1C=CC(/C=C/C(/C=C/C2C=CC=CC=2)=O)=CC=1.C1C=CC(/C=C/C(/C=C/C2C=CC=CC=2)=O)=CC=1.C1C=CC(/C=C/C(/C=C/C2C=CC=CC=2)=O)=CC=1.[Pd].[Pd]. The yield is 0.260. The reactants are CC1(C)C2C=CC=C(P(C3C=CC=CC=3)C3C=CC=CC=3)C=2OC2C1=CC=CC=2P(C1C=CC=CC=1)C1C=CC=CC=1.Br[C:44]1[O:48][C:47]([C:49]2[C:54]([F:55])=[CH:53][CH:52]=[CH:51][C:50]=2[F:56])=[N:46][C:45]=1[C:57]#[N:58].[NH2:59][C:60]1[CH:82]=[CH:81][C:63]([C:64]([NH:66][CH2:67][CH:68]2[CH2:73][CH2:72][N:71]([C:74]([O:76][C:77]([CH3:80])([CH3:79])[CH3:78])=[O:75])[CH2:70][CH2:69]2)=[O:65])=[CH:62][CH:61]=1.C(=O)([O-])[O-].[Cs+].[Cs+]. (3) The reactants are [CH3:1][C:2]1[CH:3]=[C:4]([C:9]2[C:14]([C:15]3[CH:20]=[C:19]([CH3:21])[CH:18]=[C:17]([CH3:22])[CH:16]=3)=[N:13][CH:12]=[CH:11][N+:10]=2[O-])[CH:5]=[C:6]([CH3:8])[CH:7]=1.P(Cl)(Cl)([Cl:26])=O. The catalyst is O. The product is [Cl:26][C:12]1[N:13]=[C:14]([C:15]2[CH:20]=[C:19]([CH3:21])[CH:18]=[C:17]([CH3:22])[CH:16]=2)[C:9]([C:4]2[CH:3]=[C:2]([CH3:1])[CH:7]=[C:6]([CH3:8])[CH:5]=2)=[N:10][CH:11]=1. The yield is 0.900.